From a dataset of Full USPTO retrosynthesis dataset with 1.9M reactions from patents (1976-2016). Predict the reactants needed to synthesize the given product. (1) Given the product [N:1]1[CH:6]=[CH:5][CH:4]=[CH:3][C:2]=1[C:7]1[N:8]=[C:9]([NH:12][C:14](=[O:15])[O:16][C:17]2[CH:22]=[CH:21][CH:20]=[CH:19][CH:18]=2)[S:10][CH:11]=1, predict the reactants needed to synthesize it. The reactants are: [N:1]1[CH:6]=[CH:5][CH:4]=[CH:3][C:2]=1[C:7]1[N:8]=[C:9]([NH2:12])[S:10][CH:11]=1.Cl[C:14]([O:16][C:17]1[CH:22]=[CH:21][CH:20]=[CH:19][CH:18]=1)=[O:15]. (2) Given the product [C:26]([O:25][C:23]([N:9]1[CH2:8][CH2:7][N:6]2[CH:11]=[C:3]([C:2]([F:12])([F:1])[F:13])[N:4]=[C:5]2[CH2:10]1)=[O:24])([CH3:29])([CH3:28])[CH3:27], predict the reactants needed to synthesize it. The reactants are: [F:1][C:2]([F:13])([F:12])[C:3]1[N:4]=[C:5]2[CH2:10][NH:9][CH2:8][CH2:7][N:6]2[CH:11]=1.C(N(CC)C(C)C)(C)C.[C:23](O[C:23]([O:25][C:26]([CH3:29])([CH3:28])[CH3:27])=[O:24])([O:25][C:26]([CH3:29])([CH3:28])[CH3:27])=[O:24]. (3) Given the product [C:3]([C:5]1[CH:6]=[C:7]([C:16]2[CH:17]=[C:18]([CH:23]=[CH:24][N:25]=2)[C:19]([O:21][CH3:22])=[O:20])[CH:8]=[CH:9][C:10]=1[F:11])#[N:4], predict the reactants needed to synthesize it. The reactants are: [F-].[Cs+].[C:3]([C:5]1[CH:6]=[C:7](B(O)O)[CH:8]=[CH:9][C:10]=1[F:11])#[N:4].Cl[C:16]1[CH:17]=[C:18]([CH:23]=[CH:24][N:25]=1)[C:19]([O:21][CH3:22])=[O:20].